From a dataset of Full USPTO retrosynthesis dataset with 1.9M reactions from patents (1976-2016). Predict the reactants needed to synthesize the given product. (1) The reactants are: Cl[C:2]1[N:7]=[C:6]([N:8]2[CH2:13][CH2:12][N:11]([C:14]([O:16][C:17]([CH3:20])([CH3:19])[CH3:18])=[O:15])[CH2:10][CH2:9]2)[C:5]([CH3:21])=[CH:4][N:3]=1.[NH2:22][C:23]1[CH:31]=[CH:30][C:26]([C:27]([OH:29])=[O:28])=[CH:25][C:24]=1[N+:32]([O-:34])=[O:33].C(=O)([O-])[O-].[Cs+].[Cs+]. Given the product [C:17]([O:16][C:14]([N:11]1[CH2:12][CH2:13][N:8]([C:6]2[C:5]([CH3:21])=[CH:4][N:3]=[C:2]([NH:22][C:23]3[CH:31]=[CH:30][C:26]([C:27]([OH:29])=[O:28])=[CH:25][C:24]=3[N+:32]([O-:34])=[O:33])[N:7]=2)[CH2:9][CH2:10]1)=[O:15])([CH3:20])([CH3:19])[CH3:18], predict the reactants needed to synthesize it. (2) Given the product [F:69][C:63]1[C:64]([F:68])=[CH:65][CH:66]=[CH:67][C:62]=1[CH2:61][S:60][C:52]1[N:51]=[C:50]([NH:8][S:5]([N:1]2[CH2:4][CH2:3][CH2:2]2)(=[O:7])=[O:6])[CH:55]=[C:54]([O:56][CH:57]([CH3:59])[CH3:58])[N:53]=1, predict the reactants needed to synthesize it. The reactants are: [N:1]1([S:5]([NH2:8])(=[O:7])=[O:6])[CH2:4][CH2:3][CH2:2]1.C1(P(C2CCCCC2)C2C=CC=CC=2C2C(C(C)C)=CC(C(C)C)=CC=2C(C)C)CCCCC1.C(=O)([O-])[O-].[Cs+].[Cs+].Cl[C:50]1[CH:55]=[C:54]([O:56][CH:57]([CH3:59])[CH3:58])[N:53]=[C:52]([S:60][CH2:61][C:62]2[CH:67]=[CH:66][CH:65]=[C:64]([F:68])[C:63]=2[F:69])[N:51]=1. (3) The reactants are: [C:1]([C:6]1[CH:7]=[C:8]([C:28]#[N:29])[C:9]([N:19]2[CH2:24][CH2:23][CH:22]([C:25](O)=[O:26])[CH2:21][CH2:20]2)=[N:10][C:11]=1[CH2:12][N:13]1[CH2:17][CH2:16][CH2:15][C:14]1=[O:18])(=[O:5])[CH2:2][CH2:3][CH3:4].[CH3:30][O:31][C:32]1[CH:37]=[CH:36][C:35]([CH2:38][S:39]([NH2:42])(=[O:41])=[O:40])=[CH:34][CH:33]=1. Given the product [C:1]([C:6]1[CH:7]=[C:8]([C:28]#[N:29])[C:9]([N:19]2[CH2:20][CH2:21][CH:22]([C:25]([NH:42][S:39]([CH2:38][C:35]3[CH:34]=[CH:33][C:32]([O:31][CH3:30])=[CH:37][CH:36]=3)(=[O:41])=[O:40])=[O:26])[CH2:23][CH2:24]2)=[N:10][C:11]=1[CH2:12][N:13]1[CH2:17][CH2:16][CH2:15][C:14]1=[O:18])(=[O:5])[CH2:2][CH2:3][CH3:4], predict the reactants needed to synthesize it. (4) Given the product [C:8]([NH:1][CH2:2][CH2:3][N:4]([C:8](=[O:16])[CH2:9][CH2:10][CH2:11][CH2:12][CH2:13][CH3:14])[CH2:5][CH2:6][NH:7][C:8](=[O:16])[CH2:9][CH2:10][CH2:11][CH2:12][CH2:13][CH3:14])(=[O:16])[CH2:9][CH2:10][CH2:11][CH2:12][CH2:13][CH3:14], predict the reactants needed to synthesize it. The reactants are: [NH2:1][CH2:2][CH2:3][NH:4][CH2:5][CH2:6][NH2:7].[C:8]([OH:16])(=O)[CH2:9][CH2:10][CH2:11][CH2:12][CH2:13][CH3:14]. (5) Given the product [F:10][CH:11]([F:15])[C:12]1[NH:8][C:5]2[CH:6]=[CH:7][C:2]([F:1])=[CH:3][C:4]=2[N:9]=1, predict the reactants needed to synthesize it. The reactants are: [F:1][C:2]1[CH:3]=[C:4]([NH2:9])[C:5]([NH2:8])=[CH:6][CH:7]=1.[F:10][CH:11]([F:15])[C:12](O)=O.O.[OH-].[Na+]. (6) Given the product [CH2:3]([CH2:2][C:1]([NH2:8])=[O:17])[CH2:4][CH2:5][CH2:6][CH2:7][CH2:13][CH3:14], predict the reactants needed to synthesize it. The reactants are: [CH2:1]([NH2:8])[CH2:2][CH2:3][CH2:4][CH2:5][CH2:6][CH3:7].N1[CH:14]=[CH:13]C=CC=1.C(Cl)(=[O:17])C.